This data is from Full USPTO retrosynthesis dataset with 1.9M reactions from patents (1976-2016). The task is: Predict the reactants needed to synthesize the given product. (1) The reactants are: [C:1]1([N:7]2[CH2:12][CH2:11][C:10]([CH2:21][NH:22][C:23]([NH:25][C:26]3[C:31]([CH:32]([CH3:34])[CH3:33])=[CH:30][C:29]([NH:35]C(OC(C)(C)C)=O)=[CH:28][C:27]=3[CH:43]([CH3:45])[CH3:44])=[O:24])([C:13]3[CH:18]=[CH:17][CH:16]=[C:15]([O:19]C)[CH:14]=3)[CH2:9][CH2:8]2)[CH:6]=[CH:5][CH:4]=[CH:3][CH:2]=1.B(Br)(Br)Br. Given the product [C:1]1([N:7]2[CH2:12][CH2:11][C:10]([CH2:21][NH:22][C:23]([NH:25][C:26]3[C:31]([CH:32]([CH3:33])[CH3:34])=[CH:30][C:29]([NH2:35])=[CH:28][C:27]=3[CH:43]([CH3:45])[CH3:44])=[O:24])([C:13]3[CH:18]=[CH:17][CH:16]=[C:15]([OH:19])[CH:14]=3)[CH2:9][CH2:8]2)[CH:2]=[CH:3][CH:4]=[CH:5][CH:6]=1, predict the reactants needed to synthesize it. (2) Given the product [Cl:1][C:2]1[CH:3]=[C:4]([CH2:17][N:18]2[C:22]([CH3:23])=[CH:21][C:20]([C:24]([NH:26][CH2:27][C@H:28]([OH:35])[CH3:29])=[O:25])=[N:19]2)[C:5]2[O:9][C:8]([C:10]3[CH:11]=[CH:12][CH:13]=[CH:14][CH:15]=3)=[CH:7][C:6]=2[CH:16]=1, predict the reactants needed to synthesize it. The reactants are: [Cl:1][C:2]1[CH:3]=[C:4]([CH2:17][N:18]2[C:22]([CH3:23])=[CH:21][C:20]([C:24]([NH:26][CH:27]3C[CH2:29][CH2:28]3)=[O:25])=[N:19]2)[C:5]2[O:9][C:8]([C:10]3[CH:15]=[CH:14][CH:13]=[CH:12][CH:11]=3)=[CH:7][C:6]=2[CH:16]=1.NC[C@H]([OH:35])C. (3) Given the product [O:1]=[C:2]1[NH:7][CH:6]=[CH:5][N:4]([S:8]([C:11]2[CH:17]=[CH:16][C:14]([CH3:15])=[CH:13][CH:12]=2)(=[O:9])=[O:10])[C@@H:3]1[CH2:18][C:19]([NH:40][C@H:36]1[C:37]2[C:32](=[CH:31][C:30]([CH2:29][CH2:28][N:22]3[CH2:27][CH2:26][CH2:25][CH2:24][CH2:23]3)=[CH:39][CH:38]=2)[CH2:33][CH2:34][CH2:35]1)=[O:21], predict the reactants needed to synthesize it. The reactants are: [O:1]=[C:2]1[NH:7][CH:6]=[CH:5][N:4]([S:8]([C:11]2[CH:17]=[CH:16][C:14]([CH3:15])=[CH:13][CH:12]=2)(=[O:10])=[O:9])[C@@H:3]1[CH2:18][C:19]([OH:21])=O.[N:22]1([CH2:28][CH2:29][C:30]2[CH:31]=[C:32]3[C:37](=[CH:38][CH:39]=2)[C@H:36]([NH2:40])[CH2:35][CH2:34][CH2:33]3)[CH2:27][CH2:26][CH2:25][CH2:24][CH2:23]1.C1C=CC2N(O)N=NC=2C=1.CCN=C=NCCCN(C)C. (4) Given the product [CH3:20][O:19][C:16]1[C:15]([O:21][CH3:22])=[CH:14][C:13]2[C:12]([OH:23])=[CH:11][C:10]3[C:24]([CH3:27])([CH3:26])[C:5]4[CH:4]=[C:3]([C:2]([F:1])([F:29])[F:28])[CH:8]=[CH:7][C:6]=4[C:9]=3[C:18]=2[CH:17]=1, predict the reactants needed to synthesize it. The reactants are: [F:1][C:2]([F:29])([F:28])[C:3]1[CH:8]=[CH:7][C:6]([C:9]2[C:18]3[C:13](=[CH:14][C:15]([O:21][CH3:22])=[C:16]([O:19][CH3:20])[CH:17]=3)[C:12]([OH:23])=[CH:11][C:10]=2[C:24]([CH3:27])([CH3:26])O)=[CH:5][CH:4]=1.COC1C=C(C2C3C(=CC(C(F)(F)F)=CC=3)C(O)=CC=2C(C)(C)O)C=CC=1OC.C(C1C=CC=CC=1S(O)(=O)=O)CCCCCCCCCCC. (5) Given the product [Cl:19][C:20]1[CH:27]=[CH:26][CH:25]=[CH:24][C:21]=1[CH:22]([NH:2][C:1](=[O:8])[O:3][C:4]([CH3:7])([CH3:6])[CH3:5])[S:16]([C:10]1[CH:15]=[CH:14][CH:13]=[CH:12][CH:11]=1)(=[O:18])=[O:17], predict the reactants needed to synthesize it. The reactants are: [C:1](=[O:8])([O:3][C:4]([CH3:7])([CH3:6])[CH3:5])[NH2:2].[Na+].[C:10]1([S:16]([O-:18])=[O:17])[CH:15]=[CH:14][CH:13]=[CH:12][CH:11]=1.[Cl:19][C:20]1[CH:27]=[CH:26][CH:25]=[CH:24][C:21]=1[CH:22]=O.C(O)=O. (6) Given the product [I:1][C:2]1[C:10]2[C:5](=[CH:6][CH:7]=[C:8]([NH:11][C:24](=[O:25])[CH:23]([N:18]3[CH2:22][CH2:21][CH2:20][CH2:19]3)[C:27]3[CH:31]=[CH:30][S:29][CH:28]=3)[CH:9]=2)[N:4]([CH:12]2[CH2:17][CH2:16][CH2:15][CH2:14][O:13]2)[N:3]=1, predict the reactants needed to synthesize it. The reactants are: [I:1][C:2]1[C:10]2[C:5](=[CH:6][CH:7]=[C:8]([NH2:11])[CH:9]=2)[N:4]([CH:12]2[CH2:17][CH2:16][CH2:15][CH2:14][O:13]2)[N:3]=1.[N:18]1([CH:23]([C:27]2[CH:31]=[CH:30][S:29][CH:28]=2)[C:24](O)=[O:25])[CH2:22][CH2:21][CH2:20][CH2:19]1.CN(C(ON1N=NC2C=CC=CC1=2)=[N+](C)C)C.[B-](F)(F)(F)F.CCN(C(C)C)C(C)C. (7) Given the product [CH2:18]([O:17][C:12]1([C:4]2[N:3]=[C:2]([NH:25][C:24]3[CH:26]=[CH:27][C:28]([N:29]4[CH:33]=[C:32]([CH3:34])[N:31]=[CH:30]4)=[C:22]([O:21][CH3:20])[CH:23]=3)[N:7]=[C:6]([C:8]([OH:11])([CH3:10])[CH3:9])[CH:5]=2)[CH2:14][C:13]1([F:16])[F:15])[CH3:19], predict the reactants needed to synthesize it. The reactants are: Cl[C:2]1[N:7]=[C:6]([C:8]([OH:11])([CH3:10])[CH3:9])[CH:5]=[C:4]([C:12]2([O:17][CH2:18][CH3:19])[CH2:14][C:13]2([F:16])[F:15])[N:3]=1.[CH3:20][O:21][C:22]1[CH:23]=[C:24]([CH:26]=[CH:27][C:28]=1[N:29]1[CH:33]=[C:32]([CH3:34])[N:31]=[CH:30]1)[NH2:25].C(=O)([O-])[O-].[Cs+].[Cs+].C1(P(C2CCCCC2)C2C=CC=CC=2C2C=CC=CC=2)CCCCC1. (8) Given the product [CH2:16]([O:15][N:10]1[C:9](=[O:23])[N:8]2[CH2:14][C@H:11]1[CH2:12][CH2:13][C@H:7]2[C:5]1[O:6][C:2]([NH:1][C:29](=[O:30])[O:28][C:25]([CH3:27])([CH3:26])[CH3:24])=[N:3][N:4]=1)[C:17]1[CH:22]=[CH:21][CH:20]=[CH:19][CH:18]=1, predict the reactants needed to synthesize it. The reactants are: [NH2:1][C:2]1[O:6][C:5]([C@@H:7]2[CH2:13][CH2:12][C@@H:11]3[CH2:14][N:8]2[C:9](=[O:23])[N:10]3[O:15][CH2:16][C:17]2[CH:22]=[CH:21][CH:20]=[CH:19][CH:18]=2)=[N:4][N:3]=1.[CH3:24][C:25]([O:28][C:29](O[C:29]([O:28][C:25]([CH3:27])([CH3:26])[CH3:24])=[O:30])=[O:30])([CH3:27])[CH3:26].C(N(CC)CC)C. (9) Given the product [CH3:1][O:2][C:3](=[O:26])[C@@H:4]([NH:15][C:16]([O:18][CH2:19][C:20]1[CH:25]=[CH:24][CH:23]=[CH:22][CH:21]=1)=[O:17])[CH2:5][C:6]1[CH:11]=[C:10]([Br:12])[CH:9]=[CH:8][C:7]=1[O:13][CH3:14], predict the reactants needed to synthesize it. The reactants are: [CH3:1][O:2][C:3](=[O:26])/[C:4](/[NH:15][C:16]([O:18][CH2:19][C:20]1[CH:25]=[CH:24][CH:23]=[CH:22][CH:21]=1)=[O:17])=[CH:5]/[C:6]1[CH:11]=[C:10]([Br:12])[CH:9]=[CH:8][C:7]=1[O:13][CH3:14].